This data is from Peptide-MHC class II binding affinity with 134,281 pairs from IEDB. The task is: Regression. Given a peptide amino acid sequence and an MHC pseudo amino acid sequence, predict their binding affinity value. This is MHC class II binding data. (1) The peptide sequence is MEKNVTVTHAQDILEKT. The MHC is HLA-DQA10501-DQB10201 with pseudo-sequence HLA-DQA10501-DQB10201. The binding affinity (normalized) is 0.167. (2) The peptide sequence is LTKKGNVWEVKSSKP. The MHC is DRB1_0301 with pseudo-sequence DRB1_0301. The binding affinity (normalized) is 0. (3) The peptide sequence is YLAILVKYVDGDGDV. The MHC is DRB1_0101 with pseudo-sequence DRB1_0101. The binding affinity (normalized) is 0.370. (4) The peptide sequence is PANDKFTVFEAAFNDAIKE. The MHC is DRB3_0202 with pseudo-sequence DRB3_0202. The binding affinity (normalized) is 0.493.